Dataset: Peptide-MHC class I binding affinity with 185,985 pairs from IEDB/IMGT. Task: Regression. Given a peptide amino acid sequence and an MHC pseudo amino acid sequence, predict their binding affinity value. This is MHC class I binding data. (1) The peptide sequence is YIFWIRTPR. The MHC is HLA-A03:01 with pseudo-sequence HLA-A03:01. The binding affinity (normalized) is 0.715. (2) The peptide sequence is HAFDAPTLY. The MHC is HLA-A33:01 with pseudo-sequence HLA-A33:01. The binding affinity (normalized) is 0. (3) The peptide sequence is YLVAYQATF. The MHC is HLA-A02:01 with pseudo-sequence HLA-A02:01. The binding affinity (normalized) is 0.600. (4) The peptide sequence is LALTDVEKR. The MHC is HLA-A68:01 with pseudo-sequence HLA-A68:01. The binding affinity (normalized) is 0.352. (5) The peptide sequence is ADAGFMKQY. The binding affinity (normalized) is 0. The MHC is HLA-A24:02 with pseudo-sequence HLA-A24:02.